This data is from Buchwald-Hartwig C-N cross coupling reaction yields with 55,370 reactions. The task is: Predict the reaction yield, written as a fraction of the theoretical maximum amount of product (1.0 means a 100% yield; for example, 0.34 means a 34% yield). The reactants are FC(F)(F)c1ccc(I)cc1.Cc1ccc(N)cc1.O=S(=O)(O[Pd]1c2ccccc2-c2ccccc2N~1)C(F)(F)F.CC(C)c1cc(C(C)C)c(-c2ccccc2P(C(C)(C)C)C(C)(C)C)c(C(C)C)c1.CN(C)C(=NC(C)(C)C)N(C)C.CCOC(=O)c1cc(OC)no1. No catalyst specified. The product is Cc1ccc(Nc2ccc(C(F)(F)F)cc2)cc1. The yield is 0.404.